From a dataset of Forward reaction prediction with 1.9M reactions from USPTO patents (1976-2016). Predict the product of the given reaction. (1) Given the reactants [O:1]=[C:2]1[C:11]2[CH2:10][CH2:9][CH2:8][CH2:7][C:6]=2[NH:5][C:4]2=[C:12]([C:15]#[N:16])[CH:13]=[N:14][N:3]12.C(=O)([O-])[O-].[K+].[K+].[I-].[Na+].[CH2:25](Br)[C:26]1[CH:31]=[CH:30][CH:29]=[CH:28][CH:27]=1, predict the reaction product. The product is: [CH2:25]([N:5]1[C:6]2[CH2:7][CH2:8][CH2:9][CH2:10][C:11]=2[C:2](=[O:1])[N:3]2[N:14]=[CH:13][C:12]([C:15]#[N:16])=[C:4]12)[C:26]1[CH:31]=[CH:30][CH:29]=[CH:28][CH:27]=1. (2) The product is: [Cl:20][C:14]1[CH:15]=[CH:16][CH:17]=[C:18]([Cl:19])[C:13]=1[C:11]1[O:12][C:7]2[CH:6]=[N:5][C:4]([NH:32][C:28]3[CH:27]=[C:26]([CH:31]=[CH:30][CH:29]=3)[C:25]([NH:24][CH3:23])=[O:33])=[N:22][C:8]=2[N:9]([CH3:21])[N:10]=1. Given the reactants CS([C:4]1[N:5]=[CH:6][C:7]2[O:12][C:11]([C:13]3[C:18]([Cl:19])=[CH:17][CH:16]=[CH:15][C:14]=3[Cl:20])=[N:10][N:9]([CH3:21])[C:8]=2[N:22]=1)=O.[CH3:23][NH:24][C:25](=[O:33])[C:26]1[CH:31]=[CH:30][CH:29]=[C:28]([NH2:32])[CH:27]=1.O.C1(C)C=CC(S(O)(=O)=O)=CC=1, predict the reaction product.